Dataset: Full USPTO retrosynthesis dataset with 1.9M reactions from patents (1976-2016). Task: Predict the reactants needed to synthesize the given product. (1) Given the product [Br:1][C:2]1[CH:8]=[CH:7][C:5]([NH:6][CH3:16])=[CH:4][C:3]=1[CH3:9], predict the reactants needed to synthesize it. The reactants are: [Br:1][C:2]1[CH:8]=[CH:7][C:5]([NH2:6])=[CH:4][C:3]=1[CH3:9].[H-].[Al+3].[Li+].[H-].[H-].[H-].[CH:16](O)=O. (2) Given the product [O:9]1[C:5]2[CH:4]=[CH:3][C:2]([N:16]3[CH2:15][CH2:14][NH:13][CH:12]([CH3:11])[CH2:17]3)=[CH:10][C:6]=2[CH:7]=[CH:8]1, predict the reactants needed to synthesize it. The reactants are: Br[C:2]1[CH:3]=[CH:4][C:5]2[O:9][CH:8]=[CH:7][C:6]=2[CH:10]=1.[CH3:11][CH:12]1[CH2:17][NH:16][CH2:15][CH2:14][NH:13]1.CC(C)([O-])C.[Na+]. (3) The reactants are: [Cl:1][C:2]1[C:10]2[O:9][CH:8](/[CH:11]=[CH:12]/[C:13]([O:15]CC)=[O:14])[CH2:7][C:6]=2[CH:5]=[C:4]([C:18]2[CH:23]=[CH:22][CH:21]=[C:20]([S:24]([N:27]3[CH2:32][CH2:31][O:30][CH2:29][CH2:28]3)(=[O:26])=[O:25])[CH:19]=2)[CH:3]=1.[Li+].[OH-].O.Cl. Given the product [Cl:1][C:2]1[C:10]2[O:9][CH:8](/[CH:11]=[CH:12]/[C:13]([OH:15])=[O:14])[CH2:7][C:6]=2[CH:5]=[C:4]([C:18]2[CH:23]=[CH:22][CH:21]=[C:20]([S:24]([N:27]3[CH2:32][CH2:31][O:30][CH2:29][CH2:28]3)(=[O:26])=[O:25])[CH:19]=2)[CH:3]=1, predict the reactants needed to synthesize it. (4) Given the product [OH:15][C:16]([C@H:19]1[CH2:23][CH2:22][N:21]([C:2]2[C:9]([CH3:10])=[CH:8][C:5]([C:6]#[N:7])=[C:4]([C:11]([F:14])([F:13])[F:12])[CH:3]=2)[C@H:20]1[CH3:24])([CH3:18])[CH3:17], predict the reactants needed to synthesize it. The reactants are: F[C:2]1[C:9]([CH3:10])=[CH:8][C:5]([C:6]#[N:7])=[C:4]([C:11]([F:14])([F:13])[F:12])[CH:3]=1.[OH:15][C:16]([C@H:19]1[CH2:23][CH2:22][NH:21][C@H:20]1[CH3:24])([CH3:18])[CH3:17].C(=O)([O-])[O-].[Li+].[Li+].